This data is from Full USPTO retrosynthesis dataset with 1.9M reactions from patents (1976-2016). The task is: Predict the reactants needed to synthesize the given product. (1) Given the product [C:1]([C:5]1[CH:6]=[CH:7][C:8]([S:11]([N:14]([C:15]2[CH:16]=[C:17]3[C:22](=[CH:23][CH:24]=2)[N:21]=[CH:20][CH:19]=[CH:18]3)[CH2:25][C:26]([N:32]([CH:29]2[CH2:31][CH2:30]2)[CH2:33][C:34]2[CH:39]=[CH:38][CH:37]=[C:36]([O:40][CH3:41])[CH:35]=2)=[O:28])(=[O:13])=[O:12])=[CH:9][CH:10]=1)([CH3:2])([CH3:4])[CH3:3], predict the reactants needed to synthesize it. The reactants are: [C:1]([C:5]1[CH:10]=[CH:9][C:8]([S:11]([N:14]([CH2:25][C:26]([OH:28])=O)[C:15]2[CH:16]=[C:17]3[C:22](=[CH:23][CH:24]=2)[N:21]=[CH:20][CH:19]=[CH:18]3)(=[O:13])=[O:12])=[CH:7][CH:6]=1)([CH3:4])([CH3:3])[CH3:2].[CH:29]1([NH:32][CH2:33][C:34]2[CH:39]=[CH:38][CH:37]=[C:36]([O:40][CH3:41])[CH:35]=2)[CH2:31][CH2:30]1. (2) Given the product [CH:1]1([C:4]2[CH:9]=[N:8][C:7]3[N:10]=[CH:15][C:14](=[O:16])[NH:11][C:6]=3[CH:5]=2)[CH2:3][CH2:2]1, predict the reactants needed to synthesize it. The reactants are: [CH:1]1([C:4]2[CH:5]=[C:6]([N+:11]([O-])=O)[C:7]([NH2:10])=[N:8][CH:9]=2)[CH2:3][CH2:2]1.[CH2:14]([OH:16])[CH3:15]. (3) Given the product [Cl:1][C:2]1[CH:27]=[C:26]([NH:28][C:29]2[CH:34]=[CH:33][C:32]([F:35])=[CH:31][C:30]=2[F:36])[CH:25]=[CH:24][C:3]=1[C:4]([C:6]1[CH:7]=[C:8]([C:13]2[N:14]=[N:15][N:16]([CH2:18][C:19]([N:21]3[CH2:39][CH2:40][O:41][CH2:23][CH2:22]3)=[O:20])[CH:17]=2)[CH:9]=[CH:10][C:11]=1[CH3:12])=[O:5], predict the reactants needed to synthesize it. The reactants are: [Cl:1][C:2]1[CH:27]=[C:26]([NH:28][C:29]2[CH:34]=[CH:33][C:32]([F:35])=[CH:31][C:30]=2[F:36])[CH:25]=[CH:24][C:3]=1[C:4]([C:6]1[CH:7]=[C:8]([C:13]2[N:14]=[N:15][N:16]([CH2:18][C:19]([NH:21][CH2:22][CH3:23])=[O:20])[CH:17]=2)[CH:9]=[CH:10][C:11]=1[CH3:12])=[O:5].ClC1C=C(NC2C=CC(F)=CC=2F)C=C[C:39]=1[C:40](C1C=C(C2N=NN(CC(O)=O)C=2)C=CC=1C)=[O:41].Cl.N1CCOCC1. (4) Given the product [CH:33]([O:35][C:2]1[N:7]=[CH:6][C:5]([C:8]2[O:12][N:11]=[C:10]([C:13]3[CH:21]=[CH:20][C:19]4[NH:18][C:17]5[CH:22]([CH2:25][C:26]([OH:28])=[O:27])[CH2:23][CH2:24][C:16]=5[C:15]=4[CH:14]=3)[N:9]=2)=[CH:4][C:3]=1[CH3:31])([CH3:34])[CH3:32], predict the reactants needed to synthesize it. The reactants are: F[C:2]1[N:7]=[CH:6][C:5]([C:8]2[O:12][N:11]=[C:10]([C:13]3[CH:21]=[CH:20][C:19]4[NH:18][C:17]5[CH:22]([CH2:25][C:26]([O:28]CC)=[O:27])[CH2:23][CH2:24][C:16]=5[C:15]=4[CH:14]=3)[N:9]=2)=[CH:4][C:3]=1[CH3:31].[CH3:32][CH:33]([OH:35])[CH3:34].CC([O-])(C)C.[K+].O. (5) Given the product [N:1]([C@H:6]1[CH2:10][N:9]([C:11]([O:13][C:14]([CH3:17])([CH3:16])[CH3:15])=[O:12])[C@H:8]([C:18]([O:20][CH3:21])=[O:19])[CH2:7]1)=[N+:2]=[N-:3], predict the reactants needed to synthesize it. The reactants are: [N-:1]=[N+:2]=[N-:3].[Na+].Br[C@@H:6]1[CH2:10][N:9]([C:11]([O:13][C:14]([CH3:17])([CH3:16])[CH3:15])=[O:12])[C@H:8]([C:18]([O:20][CH3:21])=[O:19])[CH2:7]1. (6) Given the product [CH3:14][O:15][C:16]1[CH:24]=[CH:23][C:19]([CH2:20][CH2:21][NH:9][C:8]2[CH:10]=[CH:11][CH:12]=[CH:13][C:7]=2[N:1]2[CH2:6][CH2:5][CH2:4][CH2:3][CH2:2]2)=[CH:18][CH:17]=1, predict the reactants needed to synthesize it. The reactants are: [N:1]1([C:7]2[CH:13]=[CH:12][CH:11]=[CH:10][C:8]=2[NH2:9])[CH2:6][CH2:5][CH2:4][CH2:3][CH2:2]1.[CH3:14][O:15][C:16]1[CH:24]=[CH:23][C:19]([CH2:20][CH2:21]Cl)=[CH:18][CH:17]=1.C(=O)([O-])[O-].[K+].[K+]. (7) Given the product [CH:13]1([N:10]2[CH2:9][C:8]3([CH2:19][CH2:18]3)[C:7](=[O:20])[N:6]([CH3:21])[C:5]3[CH:4]=[N:3][C:2]([NH:22][C:23]4[C:39]([O:40][CH3:41])=[CH:38][C:26]([C:27]([NH:29][CH:30]5[CH2:35][CH2:34][N:33]([CH2:36][CH3:37])[CH2:32][CH2:31]5)=[O:28])=[C:25]([F:42])[CH:24]=4)=[N:12][C:11]2=3)[CH2:17][CH2:16][CH2:15][CH2:14]1, predict the reactants needed to synthesize it. The reactants are: Cl[C:2]1[N:3]=[CH:4][C:5]2[N:6]([CH3:21])[C:7](=[O:20])[C:8]3([CH2:19][CH2:18]3)[CH2:9][N:10]([CH:13]3[CH2:17][CH2:16][CH2:15][CH2:14]3)[C:11]=2[N:12]=1.[NH2:22][C:23]1[C:39]([O:40][CH3:41])=[CH:38][C:26]([C:27]([NH:29][CH:30]2[CH2:35][CH2:34][N:33]([CH2:36][CH3:37])[CH2:32][CH2:31]2)=[O:28])=[C:25]([F:42])[CH:24]=1.O.C1(C)C=CC(S(O)(=O)=O)=CC=1. (8) The reactants are: [NH2:1][C:2]1[N:7]=[C:6](Cl)[N:5]=[C:4]([C:9]#[N:10])[N:3]=1.CN(C=O)C.C(N(C(C)C)CC)(C)C.[CH3:25][NH:26][C:27]1[CH:32]=[CH:31][CH:30]=[CH:29][CH:28]=1. Given the product [NH2:1][C:2]1[N:7]=[C:6]([N:26]([CH3:25])[C:27]2[CH:32]=[CH:31][CH:30]=[CH:29][CH:28]=2)[N:5]=[C:4]([C:9]#[N:10])[N:3]=1, predict the reactants needed to synthesize it.